Dataset: Forward reaction prediction with 1.9M reactions from USPTO patents (1976-2016). Task: Predict the product of the given reaction. (1) The product is: [CH2:42]([NH:49][C:6](=[O:8])[C:5]1[CH:9]=[CH:10][C:2]([Cl:1])=[N:3][CH:4]=1)[C:43]1[CH:48]=[CH:47][CH:46]=[CH:45][CH:44]=1. Given the reactants [Cl:1][C:2]1[CH:10]=[CH:9][C:5]([C:6]([OH:8])=O)=[CH:4][N:3]=1.CN(C(ON1N=NC2C=CC=NC1=2)=[N+](C)C)C.F[P-](F)(F)(F)(F)F.C(N(CC)CC)C.[CH2:42]([NH2:49])[C:43]1[CH:48]=[CH:47][CH:46]=[CH:45][CH:44]=1, predict the reaction product. (2) Given the reactants Br[C:2]1[CH:7]=[CH:6][CH:5]=[CH:4][C:3]=1[N:8]1[C:20]2[CH:19]=[CH:18][CH:17]=[CH:16][C:15]=2[C:14]2[C:9]1=[CH:10][CH:11]=[CH:12][CH:13]=2.C([Li])CCC.[Br:26][C:27]1[CH:41]=[CH:40][C:30]([C:31]([C:33]2[CH:38]=[CH:37][C:36]([Br:39])=[CH:35][CH:34]=2)=O)=[CH:29][CH:28]=1, predict the reaction product. The product is: [Br:26][C:27]1[CH:41]=[CH:40][C:30]([C:31]2([C:33]3[CH:38]=[CH:37][C:36]([Br:39])=[CH:35][CH:34]=3)[C:19]3[C:20]4=[C:15]([C:14]5[CH:13]=[CH:12][CH:11]=[CH:10][C:9]=5[N:8]4[C:3]4[CH:4]=[CH:5][CH:6]=[CH:7][C:2]2=4)[CH:16]=[CH:17][CH:18]=3)=[CH:29][CH:28]=1. (3) The product is: [C:8]1([NH:7][C:1]2[CH:2]=[CH:3][CH:4]=[CH:5][C:6]=2[C:25]([OH:24])([CH3:26])[CH3:18])[CH:9]=[CH:14][CH:15]=[CH:16][CH:17]=1. Given the reactants [C:1]1([NH:7][C:8]2[CH:17]=[CH:16][CH:15]=[CH:14][C:9]=2C(OC)=O)[CH:6]=[CH:5][CH:4]=[CH:3][CH:2]=1.[CH3:18][Li].C(OC[O:24][CH2:25][CH3:26])C, predict the reaction product. (4) Given the reactants [NH2:1][C:2]1[CH:7]=[CH:6][C:5]([C:8]2[CH2:9][CH2:10][N:11]([C:14]([O:16][C:17]([CH3:20])([CH3:19])[CH3:18])=[O:15])[CH2:12][CH:13]=2)=[CH:4][C:3]=1[O:21][CH3:22].Cl[C:24]1[N:32]=[C:31]2[C:27]([N:28]=[CH:29][N:30]2[CH:33]2[CH2:38][CH2:37][CH2:36][CH2:35][O:34]2)=[C:26]([NH:39][CH:40]2[CH2:45][CH2:44][CH2:43][CH2:42][CH2:41]2)[N:25]=1, predict the reaction product. The product is: [C:17]([O:16][C:14]([N:11]1[CH2:10][CH:9]=[C:8]([C:5]2[CH:6]=[CH:7][C:2]([NH:1][C:24]3[N:32]=[C:31]4[C:27]([N:28]=[CH:29][N:30]4[CH:33]4[CH2:38][CH2:37][CH2:36][CH2:35][O:34]4)=[C:26]([NH:39][CH:40]4[CH2:45][CH2:44][CH2:43][CH2:42][CH2:41]4)[N:25]=3)=[C:3]([O:21][CH3:22])[CH:4]=2)[CH2:13][CH2:12]1)=[O:15])([CH3:18])([CH3:19])[CH3:20]. (5) Given the reactants [F:1][C:2]1[CH:7]=[CH:6][C:5]([C:8]2[C:16]([C:17](=[N:21][OH:22])[CH:18]([CH3:20])[CH3:19])=[C:11]3[CH:12]=[CH:13][CH:14]=[CH:15][N:10]3[N:9]=2)=[CH:4][CH:3]=1.C[Si]([N:27]=[C:28]=[O:29])(C)C.N1C=CC=CC=1, predict the reaction product. The product is: [C:28]([O:22][N:21]=[C:17]([C:16]1[C:8]([C:5]2[CH:6]=[CH:7][C:2]([F:1])=[CH:3][CH:4]=2)=[N:9][N:10]2[CH:15]=[CH:14][CH:13]=[CH:12][C:11]=12)[CH:18]([CH3:19])[CH3:20])(=[O:29])[NH2:27].